From a dataset of Catalyst prediction with 721,799 reactions and 888 catalyst types from USPTO. Predict which catalyst facilitates the given reaction. (1) Product: [Cl:10][C:11]1[CH:16]=[C:15]([CH:14]=[CH:13][C:12]=1[N+:18]([O-:20])=[O:19])[NH:9][CH2:8][CH2:7][N:4]1[CH2:5][CH2:6][O:1][CH2:2][CH2:3]1. Reactant: [O:1]1[CH2:6][CH2:5][N:4]([CH2:7][CH2:8][NH2:9])[CH2:3][CH2:2]1.[Cl:10][C:11]1[CH:16]=[C:15](Cl)[CH:14]=[CH:13][C:12]=1[N+:18]([O-:20])=[O:19].C([O-])([O-])=O.[Cs+].[Cs+]. The catalyst class is: 10. (2) Reactant: [Cl:1][C:2]1[S:10][C:9]2[S:8](=[O:12])(=[O:11])[NH:7][CH2:6][C@@H:5]([OH:13])[C:4]=2[CH:3]=1.CC(OI1(OC(C)=O)(OC(C)=O)OC(=O)C2C=CC=CC1=2)=O. Product: [Cl:1][C:2]1[S:10][C:9]2[S:8](=[O:11])(=[O:12])[NH:7][CH2:6][C:5](=[O:13])[C:4]=2[CH:3]=1. The catalyst class is: 2. (3) Reactant: [NH2:1][C:2]1[C:3]2[C:10]([C:11]3[S:15][CH:14]=[C:13]([C:16]([OH:18])=O)[CH:12]=3)=[CH:9][N:8]([C@H:19]3[C@@:23]([OH:25])([CH3:24])[CH:22]([OH:26])[CH:21]([CH2:27][OH:28])[O:20]3)[C:4]=2[N:5]=[CH:6][N:7]=1.[CH2:29]([Cl:32])[CH2:30][Cl:31].[CH:33]1[CH:34]=[CH:35][C:36]2[N:41]([OH:42])[N:40]=[N:39][C:37]=2[CH:38]=1.CCN(C(C)C)C(C)C.Cl.[CH3:53][C:54]([CH3:58])=[CH:55][CH2:56][NH2:57]. Product: [NH2:1][C:2]1[C:3]2[C:10]([C:11]3[S:15][CH:14]=[C:13]([C:16]([NH:57][CH2:56][CH:55]=[C:54]([CH3:58])[CH3:53])=[O:18])[CH:12]=3)=[CH:9][N:8]([C@H:19]3[C@@:23]([OH:25])([CH3:24])[CH:22]([OH:26])[CH:21]([CH2:27][OH:28])[O:20]3)[C:4]=2[N:5]=[CH:6][N:7]=1.[CH2:29]([Cl:32])[CH2:30][Cl:31].[CH:33]1[CH:34]=[CH:35][C:36]2[N:41]([OH:42])[N:40]=[N:39][C:37]=2[CH:38]=1. The catalyst class is: 3. (4) Reactant: Cl[C:2]1[N:7]=[C:6]([CH3:8])[C:5]([CH:9]([CH2:14][CH2:15][CH3:16])[C:10]([O:12][CH3:13])=[O:11])=[C:4]([C:17]2[CH:22]=[CH:21][C:20]([CH3:23])=[CH:19][CH:18]=2)[N:3]=1.[Cl:24][C:25]1[CH:30]=[CH:29][CH:28]=[CH:27][C:26]=1B(O)O.C(N(CC)C(C)C)(C)C. Product: [Cl:24][C:25]1[CH:30]=[CH:29][CH:28]=[CH:27][C:26]=1[C:2]1[N:7]=[C:6]([CH3:8])[C:5]([CH:9]([CH2:14][CH2:15][CH3:16])[C:10]([O:12][CH3:13])=[O:11])=[C:4]([C:17]2[CH:22]=[CH:21][C:20]([CH3:23])=[CH:19][CH:18]=2)[N:3]=1. The catalyst class is: 659.